From a dataset of CYP2C9 inhibition data for predicting drug metabolism from PubChem BioAssay. Regression/Classification. Given a drug SMILES string, predict its absorption, distribution, metabolism, or excretion properties. Task type varies by dataset: regression for continuous measurements (e.g., permeability, clearance, half-life) or binary classification for categorical outcomes (e.g., BBB penetration, CYP inhibition). Dataset: cyp2c9_veith. (1) The drug is NS(=O)(=O)c1cccc2c1c([N+](=O)[O-])cc1nc([O-])c([O-])nc12.[Na+].[Na+]. The result is 0 (non-inhibitor). (2) The molecule is Cn1c(CNC(=O)Nc2ccccc2)nnc1SCc1ccccc1. The result is 1 (inhibitor). (3) The molecule is Cc1cc2nc3[nH]c4c(Cl)cc(Cl)cc4c3nc2cc1C. The result is 0 (non-inhibitor). (4) The drug is O=C(O)C[C@@H](C(=O)O)C1c2ccccc2-c2ccccc21. The result is 0 (non-inhibitor). (5) The result is 0 (non-inhibitor). The drug is O=c1ccnc(SCc2ccc(Cl)cc2)[nH]1. (6) The molecule is CC[C@](N)(CCC(=O)O)C(=O)O. The result is 0 (non-inhibitor). (7) The compound is O=C(CCCCn1c(=O)c2ccccc2n(CC(=O)NC2CCCC2)c1=O)NC1CCCC1. The result is 1 (inhibitor).